This data is from Full USPTO retrosynthesis dataset with 1.9M reactions from patents (1976-2016). The task is: Predict the reactants needed to synthesize the given product. (1) Given the product [Cl:1][C:2]1[CH:3]=[CH:4][C:5]([C:8]2[N:13]=[C:12]([C:14]([O:16][CH2:17][CH3:18])=[O:15])[C:11]([CH2:19][N:29]3[N:30]=[N:31][CH:32]=[N:28]3)=[N:10][C:9]=2[C:21]2[CH:22]=[CH:23][C:24]([CH3:27])=[CH:25][CH:26]=2)=[CH:6][CH:7]=1, predict the reactants needed to synthesize it. The reactants are: [Cl:1][C:2]1[CH:7]=[CH:6][C:5]([C:8]2[N:13]=[C:12]([C:14]([O:16][CH2:17][CH3:18])=[O:15])[C:11]([CH2:19]O)=[N:10][C:9]=2[C:21]2[CH:26]=[CH:25][C:24]([CH3:27])=[CH:23][CH:22]=2)=[CH:4][CH:3]=1.[NH:28]1[CH:32]=[N:31][N:30]=[N:29]1.C1(P(C2C=CC=CC=2)C2C=CC=CC=2)C=CC=CC=1. (2) Given the product [CH:26]1([CH2:25][O:24][C:12]2[CH:11]=[C:10]([CH:5]([CH2:6][CH:7]([CH3:9])[CH3:8])[C:4]([OH:29])=[O:3])[CH:15]=[CH:14][C:13]=2[C:16]2[CH:21]=[CH:20][C:19]([S:22][CH3:23])=[CH:18][CH:17]=2)[CH2:27][CH2:28]1, predict the reactants needed to synthesize it. The reactants are: C([O:3][C:4](=[O:29])[CH:5]([C:10]1[CH:15]=[CH:14][C:13]([C:16]2[CH:21]=[CH:20][C:19]([S:22][CH3:23])=[CH:18][CH:17]=2)=[C:12]([O:24][CH2:25][CH:26]2[CH2:28][CH2:27]2)[CH:11]=1)[CH2:6][CH:7]([CH3:9])[CH3:8])C.[OH-].[K+].